Dataset: Rat liver microsome stability data. Task: Regression/Classification. Given a drug SMILES string, predict its absorption, distribution, metabolism, or excretion properties. Task type varies by dataset: regression for continuous measurements (e.g., permeability, clearance, half-life) or binary classification for categorical outcomes (e.g., BBB penetration, CYP inhibition). Dataset: rlm. (1) The molecule is CCOc1cc(NC(=O)C2(NC(=O)c3ccc4c(C5CCCC5)c(-c5ncc(Cl)cn5)n(C)c4c3)CCC2)ccc1C=CC(=O)OCC(C)C. The result is 0 (unstable in rat liver microsomes). (2) The molecule is CNC(=O)[C@@H](NC(=O)c1coc(-c2ccc(CSc3nc(O)c4c(n3)CCC4)cc2)n1)C(C)C. The result is 1 (stable in rat liver microsomes). (3) The compound is Cc1ccccc1CN(CCN(Cc1cncn1C)c1ccc(-c2ccccc2)cc1)S(=O)(=O)c1cn(C)cn1. The result is 1 (stable in rat liver microsomes). (4) The compound is COc1ccc(NC(=O)N[C@H](Cc2c[nH]c3ccccc23)C(=O)NCC2(c3ccccn3)CCCCC2)cc1. The result is 1 (stable in rat liver microsomes).